This data is from Forward reaction prediction with 1.9M reactions from USPTO patents (1976-2016). The task is: Predict the product of the given reaction. Given the reactants [CH3:1][O:2][CH2:3][CH2:4][NH:5][C:6]1[C:15]2[C:10](=[CH:11][CH:12]=[CH:13][CH:14]=2)[N:9]=[CH:8][C:7]=1[N+:16]([O-])=O.S([O-])([O-])(=O)=O.[Mg+2], predict the reaction product. The product is: [CH3:1][O:2][CH2:3][CH2:4][N:5]1[C:6]2[C:15]3[CH:14]=[CH:13][CH:12]=[CH:11][C:10]=3[N:9]=[CH:8][C:7]=2[N:16]=[C:4]1[CH2:3][O:2][CH3:1].